This data is from Reaction yield outcomes from USPTO patents with 853,638 reactions. The task is: Predict the reaction yield, written as a fraction of the theoretical maximum amount of product (1.0 means a 100% yield; for example, 0.34 means a 34% yield). (1) The reactants are [F:1][C:2]1[CH:7]=[CH:6][C:5]([F:8])=[CH:4][C:3]=1[C@H:9]1[CH2:13][CH2:12][CH2:11][N:10]1[C:14]1[CH:19]=[CH:18][N:17]2[N:20]=[CH:21][C:22]([NH2:23])=[C:16]2[N:15]=1.[CH3:24][O:25][C:26]([C:28]1([C:31](O)=[O:32])[CH2:30][CH2:29]1)=[O:27].CN(C(ON1N=NC2C=CC=NC1=2)=[N+](C)C)C.F[P-](F)(F)(F)(F)F.CCN(C(C)C)C(C)C. The catalyst is CCOC(C)=O.CN(C=O)C. The product is [F:1][C:2]1[CH:7]=[CH:6][C:5]([F:8])=[CH:4][C:3]=1[C@H:9]1[CH2:13][CH2:12][CH2:11][N:10]1[C:14]1[CH:19]=[CH:18][N:17]2[N:20]=[CH:21][C:22]([NH:23][C:31]([C:28]3([C:26]([O:25][CH3:24])=[O:27])[CH2:30][CH2:29]3)=[O:32])=[C:16]2[N:15]=1. The yield is 0.600. (2) The reactants are [OH-].[NH4+:2].C[O:4][C:5](=O)[C:6]([C:8]1[C:18]2=[C:19]3[C:14](=[CH:15][CH:16]=[CH:17]2)[CH2:13][CH2:12][CH2:11][N:10]3[CH:9]=1)=[O:7]. The catalyst is O1CCCC1. The product is [C:8]1([C:6](=[O:7])[C:5]([NH2:2])=[O:4])[C:18]2=[C:19]3[C:14](=[CH:15][CH:16]=[CH:17]2)[CH2:13][CH2:12][CH2:11][N:10]3[CH:9]=1. The yield is 0.860. (3) The reactants are [CH3:1][CH:2]([NH:4][C:5]1[N:13]=[C:12]2[C:8]([N:9]=[C:10]([NH:21][C:22]3[C:27]([F:28])=[CH:26][C:25]([F:29])=[CH:24][C:23]=3[F:30])[N:11]2[C@@H:14]([CH3:20])[CH2:15][CH2:16][C:17]([NH2:19])=[O:18])=[CH:7][N:6]=1)[CH3:3].CC(NC1N=C2C(N=C(NC3C(F)=CC(F)=CC=3F)N2[C@H](C)CCC(OC)=O)=CN=1)C. No catalyst specified. The product is [CH3:3][CH:2]([NH:4][C:5]1[N:13]=[C:12]2[C:8]([N:9]=[C:10]([NH:21][C:22]3[C:23]([F:30])=[CH:24][C:25]([F:29])=[CH:26][C:27]=3[F:28])[N:11]2[C@H:14]([CH3:20])[CH2:15][CH2:16][C:17]([NH2:19])=[O:18])=[CH:7][N:6]=1)[CH3:1]. The yield is 0.570. (4) The reactants are [NH2:1][C:2]1[C:7]([S:8]([NH2:11])(=[O:10])=[O:9])=[CH:6][C:5]([Br:12])=[CH:4][N:3]=1.[CH2:13]([O:15][C:16](=[O:21])[CH2:17][C:18](Cl)=[O:19])[CH3:14].C(=O)(O)[O-].[Na+]. The catalyst is O1CCOCC1. The product is [CH2:13]([O:15][C:16](=[O:21])[CH2:17][C:18]([NH:1][C:2]1[C:7]([S:8](=[O:9])(=[O:10])[NH2:11])=[CH:6][C:5]([Br:12])=[CH:4][N:3]=1)=[O:19])[CH3:14]. The yield is 0.690. (5) The reactants are [Cl:1][C:2]1[CH:3]=[CH:4][C:5]([CH3:20])=[C:6]([NH:8][C:9]([NH:11][C:12]2[C:13]([CH3:19])=[N:14][N:15]([CH3:18])[C:16]=2[CH3:17])=[S:10])[CH:7]=1.[CH3:21]I. The catalyst is CC(C)=O. The product is [Cl:1][C:2]1[CH:3]=[CH:4][C:5]([CH3:20])=[C:6]([NH:8]/[C:9](=[N:11]\[C:12]2[C:13]([CH3:19])=[N:14][N:15]([CH3:18])[C:16]=2[CH3:17])/[S:10][CH3:21])[CH:7]=1. The yield is 0.740.